Dataset: Full USPTO retrosynthesis dataset with 1.9M reactions from patents (1976-2016). Task: Predict the reactants needed to synthesize the given product. (1) Given the product [C:34]([C:24]1[C:25]([F:27])=[CH:26][C:21]([C:20]([NH:19][C:3]2[C:2]([CH3:1])=[CH:7][C:6]([C:8]([F:17])([C:13]([F:15])([F:16])[F:14])[C:9]([F:12])([F:11])[F:10])=[CH:5][C:4]=2[CH3:18])=[O:33])=[C:22]([F:32])[C:23]=1[N+:29]([O-:31])=[O:30])#[N:35], predict the reactants needed to synthesize it. The reactants are: [CH3:1][C:2]1[CH:7]=[C:6]([C:8]([F:17])([C:13]([F:16])([F:15])[F:14])[C:9]([F:12])([F:11])[F:10])[CH:5]=[C:4]([CH3:18])[C:3]=1[NH:19][C:20](=[O:33])[C:21]1[CH:26]=[C:25]([F:27])[C:24](F)=[C:23]([N+:29]([O-:31])=[O:30])[C:22]=1[F:32].[C-:34]#[N:35].[Na+]. (2) Given the product [CH3:37][CH2:36][CH2:35][CH2:34][C:33]([N:14]([C@H:10]([C:39]([OH:41])=[O:40])[CH:11]([CH3:13])[CH3:12])[CH2:15][C:16]1[CH:17]=[CH:18][C:19]([C:22]2[CH:27]=[CH:26][CH:25]=[CH:24][C:23]=2[C:28]2[NH:29][N:30]=[N:31][N:32]=2)=[CH:20][CH:21]=1)=[O:38], predict the reactants needed to synthesize it. The reactants are: C1(C)C=CC=CC=1.CO[C@@:10]([C:39]([OH:41])=[O:40])([N:14]([C:33](=[O:38])[CH2:34][CH2:35][CH2:36][CH3:37])[CH2:15][C:16]1[CH:21]=[CH:20][C:19]([C:22]2[CH:27]=[CH:26][CH:25]=[CH:24][C:23]=2[C:28]2[NH:32][N:31]=[N:30][N:29]=2)=[CH:18][CH:17]=1)[CH:11]([CH3:13])[CH3:12]. (3) Given the product [CH2:2]([O:19][C:12]1[CH:13]=[CH:14][C:15]([N+:16]([O-:18])=[O:17])=[C:10]([F:9])[CH:11]=1)[C:3]1[CH:8]=[CH:7][CH:6]=[CH:5][CH:4]=1, predict the reactants needed to synthesize it. The reactants are: Br[CH2:2][C:3]1[CH:8]=[CH:7][CH:6]=[CH:5][CH:4]=1.[F:9][C:10]1[CH:11]=[C:12]([OH:19])[CH:13]=[CH:14][C:15]=1[N+:16]([O-:18])=[O:17].C(=O)([O-])[O-].[K+].[K+].[I-].[Na+]. (4) Given the product [CH2:1]([S:3]([CH2:6][CH2:7][C:8]12[CH2:15][CH2:14][C:11]([C:16]3[N:18]([CH3:19])[C:34]([C:29]4[CH:30]=[CH:31][CH:32]=[CH:33][C:28]=4[C:27]([F:26])([F:40])[F:39])=[N:35][N:36]=3)([CH2:12][CH2:13]1)[CH2:10][CH2:9]2)(=[O:5])=[O:4])[CH3:2], predict the reactants needed to synthesize it. The reactants are: [CH2:1]([S:3]([CH2:6][CH2:7][C:8]12[CH2:15][CH2:14][C:11]([C:16]([NH:18][CH3:19])=O)([CH2:12][CH2:13]1)[CH2:10][CH2:9]2)(=[O:5])=[O:4])[CH3:2].C(Cl)(=O)C(Cl)=O.[F:26][C:27]([F:40])([F:39])[C:28]1[CH:33]=[CH:32][CH:31]=[CH:30][C:29]=1[C:34]1NN=[N:36][N:35]=1. (5) Given the product [CH2:1]([O:4][C@@H:5]1[CH2:9][N:8]([CH:44]2[CH2:43][CH2:42][N:41]([C:38]3[CH:37]=[CH:36][C:35]([C:33]([N:27]4[CH2:32][CH2:31][O:30][CH2:29][CH2:28]4)=[O:34])=[CH:40][CH:39]=3)[CH2:46][CH2:45]2)[CH2:7][C@H:6]1[NH:10][C:11](=[O:26])[CH2:12][NH:13][C:14](=[O:25])[C:15]1[CH:20]=[CH:19][CH:18]=[C:17]([C:21]([F:23])([F:24])[F:22])[CH:16]=1)[CH:2]=[CH2:3], predict the reactants needed to synthesize it. The reactants are: [CH2:1]([O:4][C@@H:5]1[CH2:9][NH:8][CH2:7][C@H:6]1[NH:10][C:11](=[O:26])[CH2:12][NH:13][C:14](=[O:25])[C:15]1[CH:20]=[CH:19][CH:18]=[C:17]([C:21]([F:24])([F:23])[F:22])[CH:16]=1)[CH:2]=[CH2:3].[N:27]1([C:33]([C:35]2[CH:40]=[CH:39][C:38]([N:41]3[CH2:46][CH2:45][C:44](=O)[CH2:43][CH2:42]3)=[CH:37][CH:36]=2)=[O:34])[CH2:32][CH2:31][O:30][CH2:29][CH2:28]1.C(O[BH-](OC(=O)C)OC(=O)C)(=O)C.[Na+]. (6) Given the product [OH:4][C:5]1[CH:10]=[CH:9][N:8]=[C:7]([C:11]2[N:15]3[CH:16]=[C:17]([C:20]#[N:21])[CH:18]=[CH:19][C:14]3=[N:13][CH:12]=2)[N:6]=1, predict the reactants needed to synthesize it. The reactants are: [I-].[Na+].C[O:4][C:5]1[CH:10]=[CH:9][N:8]=[C:7]([C:11]2[N:15]3[CH:16]=[C:17]([C:20]#[N:21])[CH:18]=[CH:19][C:14]3=[N:13][CH:12]=2)[N:6]=1.Cl[Si](C)(C)C. (7) Given the product [Cl:1][C:2]1[C:10]([O:11][C:12]([C:15]#[N:16])([CH3:14])[CH3:13])=[CH:9][CH:8]=[CH:7][C:3]=1[C:4]([NH:17][C:18]1[CH:19]=[C:20]([NH:25][C:26]2[N:31]=[C:30]3[S:32][C:33]([NH:35][C:36]([CH:38]4[CH2:40][CH2:39]4)=[O:37])=[N:34][C:29]3=[CH:28][CH:27]=2)[CH:21]=[CH:22][C:23]=1[F:24])=[O:5], predict the reactants needed to synthesize it. The reactants are: [Cl:1][C:2]1[C:10]([O:11][C:12]([C:15]#[N:16])([CH3:14])[CH3:13])=[CH:9][CH:8]=[CH:7][C:3]=1[C:4](Cl)=[O:5].[NH2:17][C:18]1[CH:19]=[C:20]([NH:25][C:26]2[N:31]=[C:30]3[S:32][C:33]([NH:35][C:36]([CH:38]4[CH2:40][CH2:39]4)=[O:37])=[N:34][C:29]3=[CH:28][CH:27]=2)[CH:21]=[CH:22][C:23]=1[F:24].C(=O)([O-])O.[Na+].